Dataset: Forward reaction prediction with 1.9M reactions from USPTO patents (1976-2016). Task: Predict the product of the given reaction. (1) The product is: [CH2:1]([NH:8][C:9]1[C:14]2[C:15]([C:18]3[CH:19]=[CH:20][C:21]([CH3:24])=[CH:22][CH:23]=3)=[CH:16][S:17][C:13]=2[C:12]([Br:25])=[CH:11][N:10]=1)[C:2]1[CH:3]=[CH:4][CH:5]=[CH:6][CH:7]=1. Given the reactants [CH2:1]([NH:8][C:9]1[C:14]2[C:15]([C:18]3[CH:23]=[CH:22][C:21]([CH3:24])=[CH:20][CH:19]=3)=[CH:16][S:17][C:13]=2[CH:12]=[CH:11][N:10]=1)[C:2]1[CH:7]=[CH:6][CH:5]=[CH:4][CH:3]=1.[Br:25]N1C(=O)CCC1=O, predict the reaction product. (2) The product is: [F:1][C:2]1[CH:9]=[CH:8][C:5](/[CH:6]=[C:13](\[CH2:14][CH2:15][CH2:16][CH2:17][CH3:18])/[C:11](=[O:10])[CH3:12])=[CH:4][CH:3]=1. Given the reactants [F:1][C:2]1[CH:9]=[CH:8][C:5]([CH:6]=O)=[CH:4][CH:3]=1.[O:10]=[C:11]([CH:13](P(=O)(OCC)OCC)[CH2:14][CH2:15][CH2:16][CH2:17][CH3:18])[CH3:12], predict the reaction product. (3) Given the reactants C(O[C:6](=[O:21])[N:7]([CH2:13][C:14]1[CH:19]=[CH:18][C:17]([F:20])=[CH:16][CH:15]=1)[N:8]1[CH:12]=[CH:11][CH:10]=[CH:9]1)(C)(C)C.[CH2:22]([O:24][C:25](=[O:37])[CH:26](C(OCC)=O)[C:27](OCC)=[O:28])[CH3:23], predict the reaction product. The product is: [CH2:22]([O:24][C:25]([C:26]1[C:6](=[O:21])[N:7]([CH2:13][C:14]2[CH:15]=[CH:16][C:17]([F:20])=[CH:18][CH:19]=2)[N:8]2[CH:9]=[CH:10][CH:11]=[C:12]2[C:27]=1[OH:28])=[O:37])[CH3:23]. (4) Given the reactants [Br:1][C:2]1[CH:3]=[C:4]2[C:9](=[CH:10][CH:11]=1)[N:8]=[C:7]([CH2:12][CH:13]([CH3:15])[CH3:14])[C:6]([C:16](OC)=[O:17])=[C:5]2[C:20]1[CH:25]=[CH:24][CH:23]=[CH:22][CH:21]=1.[H-].C([Al+]CC(C)C)C(C)C.S([O-])([O-])(=O)=O.[Na+].[Na+], predict the reaction product. The product is: [Br:1][C:2]1[CH:3]=[C:4]2[C:9](=[CH:10][CH:11]=1)[N:8]=[C:7]([CH2:12][CH:13]([CH3:15])[CH3:14])[C:6]([CH2:16][OH:17])=[C:5]2[C:20]1[CH:25]=[CH:24][CH:23]=[CH:22][CH:21]=1. (5) Given the reactants [CH:1]([CH:3]1[CH2:8][CH2:7][CH:6]([NH:9][C:10](=[O:16])[O:11][C:12]([CH3:15])([CH3:14])[CH3:13])[CH2:5][CH2:4]1)=O.[CH2:17]([NH2:20])[CH2:18][NH2:19].C(=O)([O-])[O-].[K+].[K+].II, predict the reaction product. The product is: [NH:19]1[CH2:18][CH2:17][N:20]=[C:1]1[CH:3]1[CH2:8][CH2:7][CH:6]([NH:9][C:10](=[O:16])[O:11][C:12]([CH3:15])([CH3:14])[CH3:13])[CH2:5][CH2:4]1. (6) Given the reactants [Br:1]Br.[CH3:3][N:4]1[C:8]([C:9]2[CH:14]=[CH:13][N:12]=[C:11]([NH:15][C:16]3[CH:21]=[CH:20][C:19]([S:22](=[O:25])(=[O:24])[NH2:23])=[CH:18][CH:17]=3)[N:10]=2)=[CH:7][N:6]=[CH:5]1.C([O-])(=O)C.[Na+], predict the reaction product. The product is: [Br:1][C:14]1[C:9]([C:8]2[N:4]([CH3:3])[CH:5]=[N:6][CH:7]=2)=[N:10][C:11]([NH:15][C:16]2[CH:17]=[CH:18][C:19]([S:22](=[O:25])(=[O:24])[NH2:23])=[CH:20][CH:21]=2)=[N:12][CH:13]=1. (7) Given the reactants C(#N)C.[I-].[Na+].C[Si](Cl)(C)C.[O:11]1CCO[CH:12]1[C:16]1[CH:17]=[C:18]([CH:22]([C:24]2[S:25][C:26]([CH3:29])=[CH:27][CH:28]=2)O)[CH:19]=[CH:20][CH:21]=1, predict the reaction product. The product is: [CH3:29][C:26]1[S:25][C:24]([CH2:22][C:18]2[CH:17]=[C:16]([CH:21]=[CH:20][CH:19]=2)[CH:12]=[O:11])=[CH:28][CH:27]=1.